From a dataset of Catalyst prediction with 721,799 reactions and 888 catalyst types from USPTO. Predict which catalyst facilitates the given reaction. (1) Reactant: [F:1][C:2]1[CH:11]=[C:10]2[C:5]([CH:6]=[C:7]([C@@H:18]([N:20]3C(=O)C4C(=CC=CC=4)C3=O)[CH3:19])[C:8]([C:12]3[CH:17]=[CH:16][CH:15]=[CH:14][N:13]=3)=[N:9]2)=[CH:4][CH:3]=1.NN. Product: [F:1][C:2]1[CH:11]=[C:10]2[C:5]([CH:6]=[C:7]([C@@H:18]([NH2:20])[CH3:19])[C:8]([C:12]3[CH:17]=[CH:16][CH:15]=[CH:14][N:13]=3)=[N:9]2)=[CH:4][CH:3]=1. The catalyst class is: 8. (2) Reactant: [C:1]([C:3]1[CH:4]=[C:5]2[C:10](=[CH:11][CH:12]=1)[N:9]=[CH:8][NH:7][C:6]2=[O:13])#[N:2].[Cl-].[NH4+].[N-:16]=[N+:17]=[N-:18].[Na+]. Product: [NH:16]1[C:1]([C:3]2[CH:4]=[C:5]3[C:10](=[CH:11][CH:12]=2)[N:9]=[CH:8][NH:7][C:6]3=[O:13])=[N:2][N:18]=[N:17]1. The catalyst class is: 42. (3) Reactant: [F:1][C:2]1[CH:11]=[CH:10][C:9]2[O:8][CH2:7][C:6]3[CH:12]=[C:13]([C:15](Cl)=[O:16])[S:14][C:5]=3[C:4]=2[CH:3]=1.[F:18][C:19]1[CH:25]=[C:24]([F:26])[CH:23]=[CH:22][C:20]=1[NH2:21].N1C=CC=C[CH:28]=1. Product: [F:18][C:19]1[CH:25]=[C:24]([F:26])[CH:23]=[CH:22][C:20]=1[N:21]([CH3:28])[C:15]([C:13]1[S:14][C:5]2[C:4]3[CH:3]=[C:2]([F:1])[CH:11]=[CH:10][C:9]=3[O:8][CH2:7][C:6]=2[CH:12]=1)=[O:16]. The catalyst class is: 79. (4) Reactant: [NH2:1][C:2]([C@@H:4]1[C@H:8]([C:9]2[S:10][CH:11]=[CH:12][N:13]=2)[NH:7][C@:6]([CH2:21][CH:22]([CH3:24])[CH3:23])([C:14]([O:16][C:17]([CH3:20])([CH3:19])[CH3:18])=[O:15])[CH2:5]1)=[O:3].CO[C:27]([N:31](C)C)(OC)[CH3:28].Cl.NO.[OH-].[Na+]. Product: [CH2:21]([C@@:6]1([C:14]([O:16][C:17]([CH3:18])([CH3:19])[CH3:20])=[O:15])[CH2:5][C@H:4]([C:2]2[O:3][N:31]=[C:27]([CH3:28])[N:1]=2)[C@H:8]([C:9]2[S:10][CH:11]=[CH:12][N:13]=2)[NH:7]1)[CH:22]([CH3:24])[CH3:23]. The catalyst class is: 15. (5) Reactant: C[O:2][C:3]1[CH:4]=[CH:5][CH:6]=[C:7]2[C:12]=1[CH2:11][NH:10][CH2:9][CH2:8]2.B(Br)(Br)Br.O1CCOCC1.[C:23](O[C:23]([O:25][C:26]([CH3:29])([CH3:28])[CH3:27])=[O:24])([O:25][C:26]([CH3:29])([CH3:28])[CH3:27])=[O:24]. The catalyst class is: 91. Product: [C:26]([O:25][C:23]([N:10]1[CH2:9][CH2:8][C:7]2[C:12](=[C:3]([OH:2])[CH:4]=[CH:5][CH:6]=2)[CH2:11]1)=[O:24])([CH3:29])([CH3:28])[CH3:27]. (6) The catalyst class is: 155. Reactant: Cl[C:2]1[N:7]=[C:6]([NH:8][CH:9]2[CH2:11][CH2:10]2)[C:5]([Cl:12])=[CH:4][N:3]=1.[NH2:13][C:14]1[CH:15]=[C:16]([CH:20]([OH:22])[CH3:21])[CH:17]=[CH:18][CH:19]=1.C1(C)C=CC(S(O)(=O)=O)=CC=1.C(=O)([O-])O.[Na+]. Product: [Cl:12][C:5]1[C:6]([NH:8][CH:9]2[CH2:11][CH2:10]2)=[N:7][C:2]([NH:13][C:14]2[CH:15]=[C:16]([CH:20]([OH:22])[CH3:21])[CH:17]=[CH:18][CH:19]=2)=[N:3][CH:4]=1.